Dataset: NCI-60 drug combinations with 297,098 pairs across 59 cell lines. Task: Regression. Given two drug SMILES strings and cell line genomic features, predict the synergy score measuring deviation from expected non-interaction effect. Drug 1: CC1=C2C(C(=O)C3(C(CC4C(C3C(C(C2(C)C)(CC1OC(=O)C(C(C5=CC=CC=C5)NC(=O)OC(C)(C)C)O)O)OC(=O)C6=CC=CC=C6)(CO4)OC(=O)C)OC)C)OC. Drug 2: C1CN(CCN1C(=O)CCBr)C(=O)CCBr. Cell line: UACC62. Synergy scores: CSS=50.9, Synergy_ZIP=3.37, Synergy_Bliss=3.07, Synergy_Loewe=5.10, Synergy_HSA=7.83.